This data is from Forward reaction prediction with 1.9M reactions from USPTO patents (1976-2016). The task is: Predict the product of the given reaction. (1) Given the reactants [H-].[Na+].[C:3]([Si:7]([CH3:24])([CH3:23])[O:8][C@@H:9]1[C:17]2[C:12](=[C:13]([C:18]([F:22])([F:21])[CH2:19][OH:20])[CH:14]=[CH:15][CH:16]=2)[CH2:11][CH2:10]1)([CH3:6])([CH3:5])[CH3:4].[CH3:25]I.O, predict the reaction product. The product is: [C:3]([Si:7]([O:8][C@@H:9]1[C:17]2[C:12](=[C:13]([C:18]([F:22])([F:21])[CH2:19][O:20][CH3:25])[CH:14]=[CH:15][CH:16]=2)[CH2:11][CH2:10]1)([CH3:24])[CH3:23])([CH3:6])([CH3:5])[CH3:4]. (2) Given the reactants Cl.[N:2]12[CH2:9][CH2:8][CH:5]([CH2:6][CH2:7]1)[CH:4]([C:10]([OH:12])=[O:11])[CH2:3]2.C(Cl)CCl.C1C=CC2N(O)N=NC=2C=1.[F:27][C:28]1[CH:29]=[C:30]([CH:35]([C:37]2[CH:42]=[CH:41][CH:40]=[CH:39][CH:38]=2)O)[CH:31]=[CH:32][C:33]=1[F:34].C(N(CC)CC)C, predict the reaction product. The product is: [N:2]12[CH2:9][CH2:8][CH:5]([CH2:6][CH2:7]1)[CH:4]([C:10]([O:12][CH:35]([C:30]1[CH:31]=[CH:32][C:33]([F:34])=[C:28]([F:27])[CH:29]=1)[C:37]1[CH:38]=[CH:39][CH:40]=[CH:41][CH:42]=1)=[O:11])[CH2:3]2.